Dataset: Reaction yield outcomes from USPTO patents with 853,638 reactions. Task: Predict the reaction yield, written as a fraction of the theoretical maximum amount of product (1.0 means a 100% yield; for example, 0.34 means a 34% yield). (1) The reactants are [F:1][C:2]1[CH:7]=[CH:6][C:5]([F:8])=[CH:4][CH:3]=1.C([Li])CCC.CN([CH:17]=[O:18])C. The catalyst is C1COCC1. The product is [F:1][C:2]1[CH:7]=[CH:6][C:5]([F:8])=[CH:4][C:3]=1[CH:17]=[O:18]. The yield is 0.600. (2) The reactants are [Br:1][C:2]1[CH:10]=[CH:9][C:8]([O:11][CH3:12])=[CH:7][C:3]=1[C:4]([OH:6])=[O:5].Cl.[CH3:14]O. No catalyst specified. The product is [Br:1][C:2]1[CH:10]=[CH:9][C:8]([O:11][CH3:12])=[CH:7][C:3]=1[C:4]([O:6][CH3:14])=[O:5]. The yield is 0.850.